Task: Predict the product of the given reaction.. Dataset: Forward reaction prediction with 1.9M reactions from USPTO patents (1976-2016) Given the reactants [CH3:1][O:2][C:3](=[O:12])[CH2:4][C:5]1[CH:10]=[CH:9][CH:8]=[CH:7][C:6]=1[NH2:11].N1C=CC=CC=1.[Cl:19][C:20]1[CH:21]=[C:22]([S:27](Cl)(=[O:29])=[O:28])[CH:23]=[CH:24][C:25]=1[Cl:26], predict the reaction product. The product is: [CH3:1][O:2][C:3](=[O:12])[CH2:4][C:5]1[CH:10]=[CH:9][CH:8]=[CH:7][C:6]=1[NH:11][S:27]([C:22]1[CH:23]=[CH:24][C:25]([Cl:26])=[C:20]([Cl:19])[CH:21]=1)(=[O:29])=[O:28].